Dataset: NCI-60 drug combinations with 297,098 pairs across 59 cell lines. Task: Regression. Given two drug SMILES strings and cell line genomic features, predict the synergy score measuring deviation from expected non-interaction effect. Drug 1: C1=CC(=CC=C1CC(C(=O)O)N)N(CCCl)CCCl.Cl. Drug 2: CC12CCC3C(C1CCC2O)C(CC4=C3C=CC(=C4)O)CCCCCCCCCS(=O)CCCC(C(F)(F)F)(F)F. Cell line: A549. Synergy scores: CSS=23.2, Synergy_ZIP=-5.96, Synergy_Bliss=-5.59, Synergy_Loewe=-8.18, Synergy_HSA=-6.69.